This data is from Reaction yield outcomes from USPTO patents with 853,638 reactions. The task is: Predict the reaction yield, written as a fraction of the theoretical maximum amount of product (1.0 means a 100% yield; for example, 0.34 means a 34% yield). (1) The product is [N:1]([CH:4]1[CH2:5][CH:6]([C:17](=[O:19])[NH:25][C:24]2[CH:26]=[CH:27][C:21]([Cl:20])=[CH:22][CH:23]=2)[CH2:7][N:8]([C:10]([O:12][C:13]([CH3:14])([CH3:15])[CH3:16])=[O:11])[CH2:9]1)=[N+:2]=[N-:3]. The reactants are [N:1]([CH:4]1[CH2:9][N:8]([C:10]([O:12][C:13]([CH3:16])([CH3:15])[CH3:14])=[O:11])[CH2:7][CH:6]([C:17]([OH:19])=O)[CH2:5]1)=[N+:2]=[N-:3].[Cl:20][C:21]1[CH:27]=[CH:26][C:24]([NH2:25])=[CH:23][CH:22]=1.C(N(CC)C(C)C)(C)C.Cl.CN(C)CCCN=C=NCC. The yield is 0.560. The catalyst is C1COCC1.CN(C)C1C=CN=CC=1.C(OCC)(=O)C. (2) The reactants are [SH:1][CH2:2][CH2:3][O:4][S:5](=[O:8])(=[O:7])[OH:6].[OH:9][C:10]1C2N=NNC=2C=CC=1.[CH2:31]1[CH2:32][CH2:33][CH:28]([N:27]=C=[N:27][CH:28]2[CH2:33][CH2:32][CH2:31][CH2:30][CH2:29]2)[CH2:29][CH2:30]1.CN(C)C=[O:37]. The product is [NH2:27][C:28]1[CH:29]=[CH:30][C:31]([O:7][S:5]([O:4][CH2:3][CH2:2][SH:1])(=[O:6])=[O:8])=[C:32]([CH:33]=1)[C:10]([OH:9])=[O:37]. The catalyst is C(OCC)(=O)C. The yield is 0.570. (3) The reactants are [Br:1][C:2]1[N:3]=[C:4]2[C:10]([C:11]([OH:13])=O)=[CH:9][N:8]([CH2:14][O:15][CH2:16][CH2:17][Si:18]([CH3:21])([CH3:20])[CH3:19])[C:5]2=[N:6][CH:7]=1.Cl.[NH2:23][C@@H:24]([CH3:30])[C:25]([CH3:29])([CH3:28])[C:26]#[N:27].C(Cl)CCl.C1C=CC2N(O)N=NC=2C=1.CCN(C(C)C)C(C)C. The catalyst is CN(C=O)C. The product is [C:26]([C:25]([CH3:29])([CH3:28])[C@@H:24]([NH:23][C:11]([C:10]1[C:4]2[C:5](=[N:6][CH:7]=[C:2]([Br:1])[N:3]=2)[N:8]([CH2:14][O:15][CH2:16][CH2:17][Si:18]([CH3:21])([CH3:20])[CH3:19])[CH:9]=1)=[O:13])[CH3:30])#[N:27]. The yield is 0.960. (4) The reactants are Br[C:2]1[CH:3]=[C:4]2[C:9](=[CH:10][CH:11]=1)[CH:8]=[C:7]([OH:12])[CH:6]=[CH:5]2.[CH2:13]([Li])CCC.C[O:19][B:20](OC)[O:21]C.[Cl-].[NH4+]. The catalyst is C1COCC1.O. The product is [CH3:13][O:12][C:7]1[CH:8]=[C:9]2[C:4](=[CH:5][CH:6]=1)[CH:3]=[C:2]([B:20]([OH:21])[OH:19])[CH:11]=[CH:10]2. The yield is 0.870.